This data is from NCI-60 drug combinations with 297,098 pairs across 59 cell lines. The task is: Regression. Given two drug SMILES strings and cell line genomic features, predict the synergy score measuring deviation from expected non-interaction effect. (1) Synergy scores: CSS=27.1, Synergy_ZIP=2.41, Synergy_Bliss=-4.59, Synergy_Loewe=-24.4, Synergy_HSA=-4.33. Cell line: HOP-62. Drug 1: CN1C(=O)N2C=NC(=C2N=N1)C(=O)N. Drug 2: CC1CCCC2(C(O2)CC(NC(=O)CC(C(C(=O)C(C1O)C)(C)C)O)C(=CC3=CSC(=N3)C)C)C. (2) Cell line: U251. Drug 1: CC1=C(C(=CC=C1)Cl)NC(=O)C2=CN=C(S2)NC3=CC(=NC(=N3)C)N4CCN(CC4)CCO. Drug 2: CC12CCC3C(C1CCC2OP(=O)(O)O)CCC4=C3C=CC(=C4)OC(=O)N(CCCl)CCCl.[Na+]. Synergy scores: CSS=2.73, Synergy_ZIP=0.320, Synergy_Bliss=-0.810, Synergy_Loewe=-6.68, Synergy_HSA=-6.72.